This data is from Reaction yield outcomes from USPTO patents with 853,638 reactions. The task is: Predict the reaction yield, written as a fraction of the theoretical maximum amount of product (1.0 means a 100% yield; for example, 0.34 means a 34% yield). (1) The reactants are [C:1]([C:3]1[C:4]([C:9]2[CH:14]=[CH:13][CH:12]=[CH:11][CH:10]=2)=[N:5][O:6][C:7]=1[CH3:8])#[CH:2].Br[C:16]1[CH:21]=[CH:20][CH:19]=[C:18]([C:22]([F:25])([F:24])[F:23])[N:17]=1. No catalyst specified. The product is [CH3:8][C:7]1[O:6][N:5]=[C:4]([C:9]2[CH:14]=[CH:13][CH:12]=[CH:11][CH:10]=2)[C:3]=1[C:1]#[C:2][C:16]1[CH:21]=[CH:20][CH:19]=[C:18]([C:22]([F:25])([F:24])[F:23])[N:17]=1. The yield is 0.820. (2) The reactants are Br[CH2:2][C:3]1[CH:4]=[C:5]2[C:10](=[CH:11][CH:12]=1)[N:9]=[CH:8][CH:7]=[CH:6]2.[C-:13]#[N:14].[Na+]. The catalyst is C(O)C. The product is [N:9]1[C:10]2[C:5](=[CH:4][C:3]([CH2:2][C:13]#[N:14])=[CH:12][CH:11]=2)[CH:6]=[CH:7][CH:8]=1. The yield is 0.0800.